Dataset: Forward reaction prediction with 1.9M reactions from USPTO patents (1976-2016). Task: Predict the product of the given reaction. (1) The product is: [CH2:29]([N:36]1[C:44]2[C:39](=[C:40]([NH:46][C:15]([C:12]3[N:9]4[CH:10]=[CH:11][C:6]([O:5][CH2:4][CH2:3][O:2][CH3:1])=[CH:7][C:8]4=[N:14][CH:13]=3)=[O:17])[C:41]([Cl:45])=[CH:42][CH:43]=2)[C:38]([CH2:47][CH3:48])=[N:37]1)[C:30]1[CH:31]=[CH:32][CH:33]=[CH:34][CH:35]=1. Given the reactants [CH3:1][O:2][CH2:3][CH2:4][O:5][C:6]1[CH:11]=[CH:10][N:9]2[C:12]([C:15]([OH:17])=O)=[CH:13][N:14]=[C:8]2[CH:7]=1.CN(C)C=O.C(Cl)(=O)C(Cl)=O.[CH2:29]([N:36]1[C:44]2[CH:43]=[CH:42][C:41]([Cl:45])=[C:40]([NH2:46])[C:39]=2[C:38]([CH2:47][CH3:48])=[N:37]1)[C:30]1[CH:35]=[CH:34][CH:33]=[CH:32][CH:31]=1, predict the reaction product. (2) Given the reactants [Cl:1][CH:2]([CH3:6])[C:3](Cl)=[O:4].[Cl:7][C:8]1[CH:17]=[CH:16][C:15]2[N:14]=[C:13]([N:18]3[CH2:22][CH2:21][CH:20]([O:23][Si:24]([C:27]([CH3:30])([CH3:29])[CH3:28])([CH3:26])[CH3:25])[CH2:19]3)[CH:12]=[CH:11][C:10]=2[C:9]=1[NH2:31].C(N(CC)CC)C.O, predict the reaction product. The product is: [Cl:1][CH:2]([CH3:6])[C:3]([NH:31][C:9]1[C:8]([Cl:7])=[CH:17][CH:16]=[C:15]2[C:10]=1[CH:11]=[CH:12][C:13]([N:18]1[CH2:22][CH2:21][C@@H:20]([O:23][Si:24]([C:27]([CH3:30])([CH3:29])[CH3:28])([CH3:25])[CH3:26])[CH2:19]1)=[N:14]2)=[O:4]. (3) The product is: [NH:51]([N:62]=[N+:63]=[N-:64])[C@H:52]([C:44]([NH:36][C@H:37]([C:42]([NH:26][C@H:27]([C:32]([NH:9][NH2:18])=[O:34])[CH2:28][CH:29]([CH3:30])[CH3:31])=[O:43])[CH2:38][CH:39]([CH3:40])[CH3:41])=[O:46])[CH2:53][C:54]1[CH:59]=[CH:58][CH:57]=[CH:56][CH:55]=1. Given the reactants CN(C(O[N:9]1[N:18]=NC2C=CC(=CC1=2)Cl)=[N+](C)C)C.F[P-](F)(F)(F)(F)F.[NH2:26][C@H:27]([C:32]([O:34]C)=O)[CH2:28][CH:29]([CH3:31])[CH3:30].[NH:36]([C:44]([O:46]C(C)(C)C)=O)[C@H:37]([CH:42]=[O:43])[CH2:38][CH:39]([CH3:41])[CH3:40].[NH:51]([N:62]=[N+:63]=[N-:64])[C@H:52](C=O)[CH2:53][C:54]1[CH:59]=[CH:58][CH:57]=[CH:56][CH:55]=1.O.NN, predict the reaction product.